This data is from Forward reaction prediction with 1.9M reactions from USPTO patents (1976-2016). The task is: Predict the product of the given reaction. (1) Given the reactants [F:1][C:2]([F:29])([F:28])[O:3][C:4]1[CH:9]=[CH:8][C:7]([N:10]2[CH:14]=[N:13][C:12]([C:15]3[CH:20]=[CH:19][C:18](/[CH:21]=[CH:22]/[C:23]([O:25][CH2:26][CH3:27])=[O:24])=[CH:17][CH:16]=3)=[N:11]2)=[CH:6][CH:5]=1, predict the reaction product. The product is: [F:29][C:2]([F:1])([F:28])[O:3][C:4]1[CH:9]=[CH:8][C:7]([N:10]2[CH:14]=[N:13][C:12]([C:15]3[CH:20]=[CH:19][C:18]([CH2:21][CH2:22][C:23]([O:25][CH2:26][CH3:27])=[O:24])=[CH:17][CH:16]=3)=[N:11]2)=[CH:6][CH:5]=1. (2) Given the reactants Cl.[CH2:2]([O:4][C:5]([CH:7]1[C:12](=[O:13])[CH2:11][CH2:10][N:9]([CH2:14][C:15]2[CH:20]=[CH:19][CH:18]=[CH:17][CH:16]=2)[CH:8]1[CH2:21][CH3:22])=[O:6])[CH3:3].C(=O)(O)[O-].[Na+], predict the reaction product. The product is: [CH2:2]([O:4][C:5]([CH:7]1[C:12](=[O:13])[CH2:11][CH2:10][N:9]([CH2:14][C:15]2[CH:16]=[CH:17][CH:18]=[CH:19][CH:20]=2)[CH:8]1[CH2:21][CH3:22])=[O:6])[CH3:3]. (3) Given the reactants [Br:1][C:2]1[CH:10]=[CH:9][CH:8]=[CH:7][C:3]=1[C:4]([OH:6])=[O:5].S(Cl)(Cl)=O.[CH3:15]O, predict the reaction product. The product is: [CH3:15][O:5][C:4](=[O:6])[C:3]1[CH:7]=[CH:8][CH:9]=[CH:10][C:2]=1[Br:1]. (4) Given the reactants Cl.[CH3:2][S:3]([CH2:6][CH2:7][NH2:8])(=[O:5])=[O:4].[C:9]([OH:12])(=O)[CH3:10].[CH:13](N(C(C)C)CC)(C)C.C(O[BH-](OC(=O)C)OC(=O)C)(=O)C.[Na+].[OH2:36].[CH3:37]C1C=CC(S(O)(=O)=O)=CC=1.[Cl:48][C:49]1[CH:50]=[C:51]([NH:64][C:65]2[C:74]3[C:69](=[CH:70][CH:71]=[C:72]([C:75]4OC(CNCCS(C)(=O)=O)=[CH:78][CH:79]=4)[CH:73]=3)[N:68]=[CH:67][N:66]=2)[CH:52]=[CH:53][C:54]=1[O:55][CH2:56][C:57]1[CH:62]=[CH:61][CH:60]=[C:59]([F:63])[CH:58]=1.[OH2:88].S([C:93]1C=CC(C)=C[CH:94]=1)(O)(=O)=O.S(C1C=CC(C)=CC=1)(O)(=O)=O.ClC1C=C(NC2C3C(=CC=C(C4OC(CNCCS(C)(=O)=O)=CC=4)C=3)N=CN=2)C=CC=1OCC1C=CC=C(F)C=1, predict the reaction product. The product is: [OH2:4].[C:9]1([CH3:10])[CH:37]=[CH:7][C:6]([S:3]([OH:5])(=[O:88])=[O:36])=[CH:54][CH:49]=1.[OH2:4].[CH3:13][C:9]1[CH:10]=[CH:7][C:6]([S:3]([OH:5])(=[O:88])=[O:36])=[CH:94][CH:93]=1.[Cl:48][C:49]1[CH:50]=[C:51]([NH:64][C:65]2[C:74]3[C:69](=[CH:70][CH:71]=[C:72]([C:75]4[O:12][C:9]([CH2:10][NH:8][CH2:7][CH2:6][S:3]([CH3:2])(=[O:5])=[O:4])=[CH:78][CH:79]=4)[CH:73]=3)[N:68]=[CH:67][N:66]=2)[CH:52]=[CH:53][C:54]=1[O:55][CH2:56][C:57]1[CH:62]=[CH:61][CH:60]=[C:59]([F:63])[CH:58]=1. (5) Given the reactants C(O)(=O)C.O.[CH2:6]([NH:8][C:9]1[C:14]([N+:15]([O-])=O)=[CH:13][C:12]([C:18]([F:21])([F:20])[F:19])=[CH:11][N:10]=1)[CH3:7], predict the reaction product. The product is: [CH2:6]([NH:8][C:9]1[C:14]([NH2:15])=[CH:13][C:12]([C:18]([F:21])([F:19])[F:20])=[CH:11][N:10]=1)[CH3:7]. (6) Given the reactants [OH:1][CH2:2][C:3]1[N:8]=[C:7]([C:9]([O:11][CH3:12])=[O:10])[CH:6]=[CH:5][CH:4]=1, predict the reaction product. The product is: [CH:2]([C:3]1[N:8]=[C:7]([C:9]([O:11][CH3:12])=[O:10])[CH:6]=[CH:5][CH:4]=1)=[O:1]. (7) Given the reactants Cl.O.[OH:3][C:4]12[C:15]3[C:10](=[C:11]([N+:16]([O-:18])=[O:17])[CH:12]=[CH:13][CH:14]=3)[C:9](=[O:19])[C:8]1([OH:20])[C:7]1[CH:21]=[CH:22][C:23]([CH:25]([CH3:27])[CH3:26])=[CH:24][C:6]=1[O:5]2.[CH2:28](O)C, predict the reaction product. The product is: [OH:20][C:8]12[C:9](=[O:19])[C:10]3[C:15](=[CH:14][CH:13]=[CH:12][C:11]=3[N+:16]([O-:18])=[O:17])[C:4]1([O:3][CH3:28])[O:5][C:6]1[CH:24]=[C:23]([CH:25]([CH3:27])[CH3:26])[CH:22]=[CH:21][C:7]=12. (8) Given the reactants Cl[C:2]1[S:3][C:4]([C:8]2[CH:13]=[CH:12][N:11]=[C:10]([C:14]([CH3:20])([CH3:19])[C:15]([F:18])([F:17])[F:16])[CH:9]=2)=[C:5]([CH3:7])[N:6]=1.C([Sn](CCCC)(CCCC)[C:26]([O:28]CC)=[CH2:27])CCC.[F-].[K+].Cl.[OH-].[Na+], predict the reaction product. The product is: [CH3:7][C:5]1[N:6]=[C:2]([C:26](=[O:28])[CH3:27])[S:3][C:4]=1[C:8]1[CH:13]=[CH:12][N:11]=[C:10]([C:14]([CH3:20])([CH3:19])[C:15]([F:18])([F:17])[F:16])[CH:9]=1. (9) Given the reactants [NH2:1][C:2]1[N:6]([CH2:7][CH:8]([OH:15])[C:9]2[CH:14]=[CH:13][CH:12]=[CH:11][CH:10]=2)[N:5]=[CH:4][C:3]=1[C:16]([OH:18])=O.[CH:19]([NH2:21])=O, predict the reaction product. The product is: [OH:15][CH:8]([C:9]1[CH:10]=[CH:11][CH:12]=[CH:13][CH:14]=1)[CH2:7][N:6]1[C:2]2[N:1]=[CH:19][NH:21][C:16](=[O:18])[C:3]=2[CH:4]=[N:5]1. (10) Given the reactants Cl[C:2]1[CH:7]=[C:6]([Cl:8])[N:5]=[C:4]([CH3:9])[N:3]=1.[CH3:10][C:11]1[S:15][C:14]([CH2:16][NH2:17])=[N:13][N:12]=1, predict the reaction product. The product is: [Cl:8][C:6]1[N:5]=[C:4]([CH3:9])[N:3]=[C:2]([NH:17][CH2:16][C:14]2[S:15][C:11]([CH3:10])=[N:12][N:13]=2)[CH:7]=1.